From a dataset of Full USPTO retrosynthesis dataset with 1.9M reactions from patents (1976-2016). Predict the reactants needed to synthesize the given product. (1) Given the product [CH2:1]([N:8]1[CH2:12][CH2:11][CH:10]([CH2:15][CH:16]2[CH2:18][CH2:17]2)[C:9]1=[O:13])[C:2]1[CH:7]=[CH:6][CH:5]=[CH:4][CH:3]=1, predict the reactants needed to synthesize it. The reactants are: [CH2:1]([N:8]1[CH2:12][CH2:11][CH2:10][C:9]1=[O:13])[C:2]1[CH:7]=[CH:6][CH:5]=[CH:4][CH:3]=1.[Li][CH2:15][CH2:16][CH2:17][CH3:18].BrCC1CC1. (2) The reactants are: [CH:1]([O:4][C:5]([N:7]1[CH:12]=[C:11]([C:13]([O:15][CH2:16][CH3:17])=[O:14])[C:10](=[O:18])[C:9]2[S:19][CH:20]=[CH:21][C:8]1=2)=[O:6])([CH3:3])[CH3:2].[CH2:22]([Mg]Br)[CH3:23].[Cl-].[NH4+]. Given the product [CH:1]([O:4][C:5]([N:7]1[CH:12]([CH2:22][CH3:23])[CH:11]([C:13]([O:15][CH2:16][CH3:17])=[O:14])[C:10](=[O:18])[C:9]2[S:19][CH:20]=[CH:21][C:8]1=2)=[O:6])([CH3:2])[CH3:3], predict the reactants needed to synthesize it. (3) Given the product [NH2:8][C:6]1[CH:5]=[CH:4][C:3]([C:11]([CH3:25])([CH3:26])[CH2:12][NH:13][C:14]([C:16]2[C:24]3[C:19](=[CH:20][CH:21]=[CH:22][CH:23]=3)[NH:18][N:17]=2)=[O:15])=[C:2]([Cl:1])[CH:7]=1, predict the reactants needed to synthesize it. The reactants are: [Cl:1][C:2]1[CH:7]=[C:6]([N+:8]([O-])=O)[CH:5]=[CH:4][C:3]=1[C:11]([CH3:26])([CH3:25])[CH2:12][NH:13][C:14]([C:16]1[C:24]2[C:19](=[CH:20][CH:21]=[CH:22][CH:23]=2)[NH:18][N:17]=1)=[O:15]. (4) Given the product [CH2:18]([C:22]1[N:26]([C:27]2[CH:32]=[CH:31][CH:30]=[CH:29][CH:28]=2)[N:25]=[C:24]([CH2:33][NH:17][CH2:16][CH2:15][N:12]2[CH2:11][CH2:10][N:9]([C:6]3[CH:5]=[CH:4][C:3]([O:2][CH3:1])=[CH:8][CH:7]=3)[CH2:14][CH2:13]2)[CH:23]=1)[CH:19]([CH3:21])[CH3:20], predict the reactants needed to synthesize it. The reactants are: [CH3:1][O:2][C:3]1[CH:8]=[CH:7][C:6]([N:9]2[CH2:14][CH2:13][N:12]([CH2:15][CH2:16][NH2:17])[CH2:11][CH2:10]2)=[CH:5][CH:4]=1.[CH2:18]([C:22]1[N:26]([C:27]2[CH:32]=[CH:31][CH:30]=[CH:29][CH:28]=2)[N:25]=[C:24]([CH:33]=O)[CH:23]=1)[CH:19]([CH3:21])[CH3:20]. (5) Given the product [CH3:1][O:2][C:3]1[CH:4]=[CH:5][C:6]([CH2:9][C:10]([O:12][CH3:18])=[O:11])=[CH:7][CH:8]=1, predict the reactants needed to synthesize it. The reactants are: [CH3:1][O:2][C:3]1[CH:8]=[CH:7][C:6]([CH2:9][C:10]([OH:12])=[O:11])=[CH:5][CH:4]=1.S(=O)(=O)(O)O.[CH3:18]O.